Dataset: Full USPTO retrosynthesis dataset with 1.9M reactions from patents (1976-2016). Task: Predict the reactants needed to synthesize the given product. (1) Given the product [CH:1]1([C:4]2[C:5]([O:13][CH2:14][C:15]3([CH3:19])[CH2:18][O:17][CH2:16]3)=[CH:6][C:7]([C:10]([NH:61][C:58]([C:56]3[O:57][C:53]([C:47]4[CH:52]=[CH:51][CH:50]=[CH:49][CH:48]=4)=[N:54][N:55]=3)([CH3:60])[CH3:59])=[O:12])=[N:8][CH:9]=2)[CH2:2][CH2:3]1, predict the reactants needed to synthesize it. The reactants are: [CH:1]1([C:4]2[C:5]([O:13][CH2:14][C:15]3([CH3:19])[CH2:18][O:17][CH2:16]3)=[CH:6][C:7]([C:10]([OH:12])=O)=[N:8][CH:9]=2)[CH2:3][CH2:2]1.CCN(C(C)C)C(C)C.[Cl-].COC1N=C(OC)N=C([N+]2(C)CCOCC2)N=1.[C:47]1([C:53]2[O:57][C:56]([C:58]([NH2:61])([CH3:60])[CH3:59])=[N:55][N:54]=2)[CH:52]=[CH:51][CH:50]=[CH:49][CH:48]=1. (2) Given the product [CH3:1][C:2]([CH:3]([CH:8]1[CH2:12][CH2:11][CH2:10][CH2:9]1)[OH:4])=[CH:5][CH2:6][CH3:7], predict the reactants needed to synthesize it. The reactants are: [CH3:1][C:2](=[CH:5][CH2:6][CH3:7])[CH:3]=[O:4].[CH:8]1([Mg]Cl)[CH2:12][CH2:11][CH2:10][CH2:9]1. (3) Given the product [OH:1][CH2:2][CH2:3][C:4]1[CH:5]=[C:6]([CH2:10][CH2:11][O:12][C:13](=[O:15])[CH3:14])[CH:7]=[CH:8][CH:9]=1, predict the reactants needed to synthesize it. The reactants are: [OH:1][CH2:2][CH2:3][C:4]1[CH:5]=[C:6]([CH2:10][CH2:11][OH:12])[CH:7]=[CH:8][CH:9]=1.[C:13](OC(=O)C)(=[O:15])[CH3:14]. (4) Given the product [F:11][C:9]1[CH:10]=[C:2]2[NH:1][C:14](=[O:17])[O:6][C:4](=[O:5])[C:3]2=[CH:7][C:8]=1[I:12], predict the reactants needed to synthesize it. The reactants are: [NH2:1][C:2]1[CH:10]=[C:9]([F:11])[C:8]([I:12])=[CH:7][C:3]=1[C:4]([OH:6])=[O:5].Cl[C:14]([O:17]C(Cl)=O)(Cl)Cl. (5) Given the product [Cl:21][C:7]1[C:6]([C:8]([F:9])([F:10])[F:11])=[N:5][NH:4][C:3]=1[C:2]([F:1])([F:12])[F:13], predict the reactants needed to synthesize it. The reactants are: [F:1][C:2]([F:13])([F:12])[C:3]1[CH:7]=[C:6]([C:8]([F:11])([F:10])[F:9])[NH:5][N:4]=1.C1C(=O)N([Cl:21])C(=O)C1. (6) Given the product [Br:14][C:9]1[CH:10]=[C:4]([CH:1]([CH3:3])[CH3:2])[C:5]([NH2:6])=[C:7]([CH:11]([CH3:13])[CH3:12])[CH:8]=1, predict the reactants needed to synthesize it. The reactants are: [CH:1]([C:4]1[CH:10]=[CH:9][CH:8]=[C:7]([CH:11]([CH3:13])[CH3:12])[C:5]=1[NH2:6])([CH3:3])[CH3:2].[Br:14]Br. (7) Given the product [CH2:1]([C:5]12[CH2:18][CH2:19][C:20](=[O:22])[CH:21]=[C:6]1[C:7]1[C:12](=[C:11]([CH3:14])[C:10]([O:15][CH3:16])=[CH:9][CH:8]=1)[CH2:13]2)[CH2:2][CH2:3][CH3:4], predict the reactants needed to synthesize it. The reactants are: [CH2:1]([C:5]1([CH2:18][CH2:19][C:20](=[O:22])[CH3:21])[CH2:13][C:12]2[C:7](=[CH:8][CH:9]=[C:10]([O:15][CH3:16])[C:11]=2[CH3:14])[C:6]1=O)[CH2:2][CH2:3][CH3:4].C(O)(=O)C.N1CCCC1. (8) The reactants are: [CH2:1]([O:8][C:9]([N:11]1[CH2:18][CH2:17][CH2:16][C@@:12]1([CH3:19])[C:13](O)=[O:14])=[O:10])[C:2]1[CH:7]=[CH:6][CH:5]=[CH:4][CH:3]=1.C(=O)([O-])O.[Na+]. Given the product [OH:14][CH2:13][C@:12]1([CH3:19])[CH2:16][CH2:17][CH2:18][N:11]1[C:9]([O:8][CH2:1][C:2]1[CH:7]=[CH:6][CH:5]=[CH:4][CH:3]=1)=[O:10], predict the reactants needed to synthesize it. (9) Given the product [Br:1][C:2]1[CH:7]=[CH:6][C:5]([O:8][CH2:11][CH2:12][O:13][CH:14]2[CH2:19][CH2:18][CH2:17][CH2:16][O:15]2)=[CH:4][C:3]=1[CH3:9], predict the reactants needed to synthesize it. The reactants are: [Br:1][C:2]1[CH:7]=[CH:6][C:5]([OH:8])=[CH:4][C:3]=1[CH3:9].Br[CH2:11][CH2:12][O:13][CH:14]1[CH2:19][CH2:18][CH2:17][CH2:16][O:15]1.C([O-])([O-])=O.[K+].[K+].[OH-].[Na+]. (10) Given the product [NH2:8][C@@H:9]1[CH2:14][CH2:13][C@H:12]([NH:15][C:16]2[CH:21]=[C:20]([N:22]([CH3:31])[CH2:23][CH2:24][C:25]3[CH:26]=[CH:27][CH:28]=[CH:29][CH:30]=3)[C:19]([CH3:32])=[CH:18][N:17]=2)[CH2:11][CH2:10]1, predict the reactants needed to synthesize it. The reactants are: C([NH:8][C@@H:9]1[CH2:14][CH2:13][C@H:12]([NH:15][C:16]2[CH:21]=[C:20]([N:22]([CH3:31])[CH2:23][CH2:24][C:25]3[CH:30]=[CH:29][CH:28]=[CH:27][CH:26]=3)[C:19]([CH3:32])=[CH:18][N:17]=2)[CH2:11][CH2:10]1)C1C=CC=CC=1.